From a dataset of Reaction yield outcomes from USPTO patents with 853,638 reactions. Predict the reaction yield, written as a fraction of the theoretical maximum amount of product (1.0 means a 100% yield; for example, 0.34 means a 34% yield). (1) The product is [Br:7][C:15]1([CH2:21][C:22]2[CH:27]=[CH:26][CH:25]=[C:24]([Cl:28])[CH:23]=2)[C:14]2[C:18](=[CH:19][C:11]([Cl:10])=[CH:12][CH:13]=2)[NH:17][C:16]1=[O:20]. The yield is 0.840. The catalyst is CC(O)(C)C.O. The reactants are C1C=C[NH+]=CC=1.[Br:7][Br-]Br.[Cl:10][C:11]1[CH:19]=[C:18]2[C:14]([CH:15]([CH2:21][C:22]3[CH:27]=[CH:26][CH:25]=[C:24]([Cl:28])[CH:23]=3)[C:16](=[O:20])[NH:17]2)=[CH:13][CH:12]=1. (2) The reactants are Cl[C:2]1[C:11]([O:12][CH3:13])=[N:10][C:9]2[C:4](=[CH:5][CH:6]=[C:7]([CH3:14])[CH:8]=2)[N:3]=1.[CH3:15][O:16][C:17]1[CH:24]=[C:23]([O:25][CH3:26])[CH:22]=[CH:21][C:18]=1[CH2:19][NH2:20].O. The catalyst is CS(C)=O. The product is [CH3:15][O:16][C:17]1[CH:24]=[C:23]([O:25][CH3:26])[CH:22]=[CH:21][C:18]=1[CH2:19][NH:20][C:2]1[C:11]([O:12][CH3:13])=[N:10][C:9]2[C:4](=[CH:5][CH:6]=[C:7]([CH3:14])[CH:8]=2)[N:3]=1. The yield is 0.900. (3) The reactants are [Cl:1][C:2]1[N:7]=[C:6]([Cl:8])[CH:5]=[CH:4][N:3]=1.[O:9]=[C:10]1[CH2:13][CH:12](C(O)=O)[CH2:11]1.C(#N)C.O.[OH-].[NH4+]. The catalyst is O.[N+]([O-])([O-])=O.[Ag+]. The product is [Cl:1][C:2]1[N:3]=[C:4]([CH:12]2[CH2:13][C:10](=[O:9])[CH2:11]2)[CH:5]=[C:6]([Cl:8])[N:7]=1. The yield is 0.180. (4) The reactants are [CH3:1][C:2]1[O:6][C:5]([C:7]2[CH:12]=[CH:11][C:10]([CH3:13])=[CH:9][CH:8]=2)=[N:4][C:3]=1[CH2:14][CH2:15][O:16][C:17]1[CH:18]=[C:19]2[C:23](=[CH:24][CH:25]=1)[C@H:22]([CH2:26][C:27]([O:29]CC)=[O:28])[CH2:21][CH2:20]2.[Li+].[OH-].O.Cl. The catalyst is C1COCC1.CCO. The product is [CH3:1][C:2]1[O:6][C:5]([C:7]2[CH:8]=[CH:9][C:10]([CH3:13])=[CH:11][CH:12]=2)=[N:4][C:3]=1[CH2:14][CH2:15][O:16][C:17]1[CH:18]=[C:19]2[C:23](=[CH:24][CH:25]=1)[C@H:22]([CH2:26][C:27]([OH:29])=[O:28])[CH2:21][CH2:20]2. The yield is 0.850.